Dataset: Full USPTO retrosynthesis dataset with 1.9M reactions from patents (1976-2016). Task: Predict the reactants needed to synthesize the given product. The reactants are: I[C:2]1[S:23][C:5]2=[N:6][CH:7]=[C:8]([C:21]#[N:22])[C:9]([NH:10][C:11]3[C:12]([CH3:20])=[C:13]4[C:17](=[CH:18][CH:19]=3)[NH:16][CH:15]=[CH:14]4)=[C:4]2[CH:3]=1.CC1C=CC(S(OCC/C=C/B2O[C:42]([CH3:45])(C)[C:41]([CH3:47])(C)O2)(=O)=O)=CC=1.C(=O)([O-])[O-].[Cs+].[Cs+].[CH3:54][N:55]1[CH2:60][CH2:59][NH:58][CH2:57][CH2:56]1. Given the product [CH3:20][C:12]1[C:11]([NH:10][C:9]2[C:8]([C:21]#[N:22])=[CH:7][N:6]=[C:5]3[S:23][C:2](/[CH:47]=[CH:41]/[CH2:42][CH2:45][N:58]4[CH2:59][CH2:60][N:55]([CH3:54])[CH2:56][CH2:57]4)=[CH:3][C:4]=23)=[CH:19][CH:18]=[C:17]2[C:13]=1[CH:14]=[CH:15][NH:16]2, predict the reactants needed to synthesize it.